Dataset: Full USPTO retrosynthesis dataset with 1.9M reactions from patents (1976-2016). Task: Predict the reactants needed to synthesize the given product. (1) Given the product [C:31]([O:35][C:36]([N:38]1[CH2:43][CH2:42][N:41]([CH2:44][C:45]2[CH:46]=[CH:47][C:10]([C:12]3[CH:13]=[C:14]([C:18]4[CH:23]=[C:22]([NH2:24])[N:21]=[C:20]([C:25]5[CH:30]=[CH:29][CH:28]=[CH:27][N:26]=5)[CH:19]=4)[CH:15]=[N:16][CH:17]=3)=[CH:11][CH:50]=2)[CH2:40][CH2:39]1)=[O:37])([CH3:34])([CH3:33])[CH3:32], predict the reactants needed to synthesize it. The reactants are: O1CCC(N2[CH:11]=[C:10]([C:12]3[CH:13]=[C:14]([C:18]4[CH:23]=[C:22]([NH2:24])[N:21]=[C:20]([C:25]5[CH:30]=[CH:29][CH:28]=[CH:27][N:26]=5)[CH:19]=4)[CH:15]=[N:16][CH:17]=3)C=N2)CC1.[C:31]([O:35][C:36]([N:38]1[CH2:43][CH2:42][N:41]([CH2:44][C:45]2[CH:50]=CC(B3OC(C)(C)C(C)O3)=[CH:47][CH:46]=2)[CH2:40][CH2:39]1)=[O:37])([CH3:34])([CH3:33])[CH3:32]. (2) Given the product [CH2:1]([O:3][C:4]1[CH:13]=[CH:12][C:7]2[N:8]([CH:29]([CH2:34][CH3:35])[C:30]([OH:32])=[O:31])[C:9](=[N:11][C:19](=[O:20])[C:18]3[CH:22]=[CH:23][C:15]([F:14])=[C:16]([C:24]([F:27])([F:26])[F:25])[CH:17]=3)[S:10][C:6]=2[CH:5]=1)[CH3:2], predict the reactants needed to synthesize it. The reactants are: [CH2:1]([O:3][C:4]1[CH:13]=[CH:12][C:7]2[N:8]=[C:9]([NH2:11])[S:10][C:6]=2[CH:5]=1)[CH3:2].[F:14][C:15]1[CH:23]=[CH:22][C:18]([C:19](Cl)=[O:20])=[CH:17][C:16]=1[C:24]([F:27])([F:26])[F:25].Br[CH:29]([CH2:34][CH3:35])[C:30]([O:32]C)=[O:31].COC1C=CC2N=C(N)SC=2C=1.ClC1C=C(C=CC=1)C(Cl)=O.BrCC(OCC)=O. (3) Given the product [CH2:33]([NH:35][C:36]([NH:11][C:10]1[CH:9]=[CH:8][C:7]([C:5]2[N:6]=[C:2]([CH3:1])[O:3][C:4]=2[C:14]2[CH:19]=[CH:18][N:17]=[C:16]3[N:20]([S:23]([C:26]4[CH:31]=[CH:30][C:29]([CH3:32])=[CH:28][CH:27]=4)(=[O:25])=[O:24])[CH:21]=[CH:22][C:15]=23)=[CH:13][CH:12]=1)=[O:37])[CH3:34], predict the reactants needed to synthesize it. The reactants are: [CH3:1][C:2]1[O:3][C:4]([C:14]2[CH:19]=[CH:18][N:17]=[C:16]3[N:20]([S:23]([C:26]4[CH:31]=[CH:30][C:29]([CH3:32])=[CH:28][CH:27]=4)(=[O:25])=[O:24])[CH:21]=[CH:22][C:15]=23)=[C:5]([C:7]2[CH:13]=[CH:12][C:10]([NH2:11])=[CH:9][CH:8]=2)[N:6]=1.[CH2:33]([N:35]=[C:36]=[O:37])[CH3:34].